This data is from Forward reaction prediction with 1.9M reactions from USPTO patents (1976-2016). The task is: Predict the product of the given reaction. (1) Given the reactants Cl[C:2]1[CH:3]=[CH:4][CH:5]=[C:6]2[C:10]=1[NH:9][C:8]([B:11]1[O:15][C:14]([CH3:17])([CH3:16])[C:13]([CH3:19])([CH3:18])[O:12]1)=[CH:7]2.N1C2C=CC=C([C:29]([O:31][CH3:32])=[O:30])C=2C=C1, predict the reaction product. The product is: [CH3:18][C:13]1([CH3:19])[C:14]([CH3:17])([CH3:16])[O:15][B:11]([C:8]2[NH:9][C:10]3[CH:2]=[CH:3][CH:4]=[C:5]([C:29]([O:31][CH3:32])=[O:30])[C:6]=3[CH:7]=2)[O:12]1. (2) The product is: [F:28][C:27]([F:30])([F:29])[C:22]([C:19]1[CH:18]=[CH:17][C:16]([CH2:15][N:12]2[CH2:13][CH2:14][CH:9]([N:6]3[C:5]4[CH:32]=[CH:33][C:2]([NH:1][C:41]([NH:40][C:37]5[CH:38]=[CH:39][N:34]=[CH:35][CH:36]=5)=[O:42])=[CH:3][C:4]=4[N:8]=[CH:7]3)[CH2:10][CH2:11]2)=[CH:21][CH:20]=1)([OH:31])[C:23]([F:24])([F:25])[F:26]. Given the reactants [NH2:1][C:2]1[CH:33]=[CH:32][C:5]2[N:6]([CH:9]3[CH2:14][CH2:13][N:12]([CH2:15][C:16]4[CH:21]=[CH:20][C:19]([C:22]([OH:31])([C:27]([F:30])([F:29])[F:28])[C:23]([F:26])([F:25])[F:24])=[CH:18][CH:17]=4)[CH2:11][CH2:10]3)[CH:7]=[N:8][C:4]=2[CH:3]=1.[N:34]1[CH:39]=[CH:38][C:37]([NH:40][C:41](=O)[O:42]C2C=CC=CC=2)=[CH:36][CH:35]=1, predict the reaction product. (3) Given the reactants Cl.[NH2:2][C@@H:3]([CH2:6][CH2:7][N:8]1[CH2:11][CH:10]([O:12][C:13]2[CH:18]=[CH:17][C:16]([Cl:19])=[CH:15][CH:14]=2)[CH2:9]1)[CH2:4][OH:5].C1([O:26][C:27](=O)[NH:28][C:29]2[S:30][C:31]([CH2:34][CH3:35])=[N:32][N:33]=2)C=CC=CC=1.C(N(CC)CC)C, predict the reaction product. The product is: [Cl:19][C:16]1[CH:15]=[CH:14][C:13]([O:12][CH:10]2[CH2:11][N:8]([CH2:7][CH2:6][C@H:3]([NH:2][C:27]([NH:28][C:29]3[S:30][C:31]([CH2:34][CH3:35])=[N:32][N:33]=3)=[O:26])[CH2:4][OH:5])[CH2:9]2)=[CH:18][CH:17]=1. (4) Given the reactants C(OC([N:8]1[CH2:12][CH:11]([O:13][C:14]2[CH:19]=[CH:18][N:17]=[C:16]3[CH:20]=[C:21]([C:23]4[N:24]([CH3:28])[CH:25]=[CH:26][N:27]=4)[S:22][C:15]=23)[CH2:10][CH:9]1[C:29](=[O:40])[NH:30][C:31]1([C:36]([O:38][CH3:39])=[O:37])[CH2:33][CH:32]1[CH:34]=[CH2:35])=O)(C)(C)C.C(O)(C(F)(F)F)=O, predict the reaction product. The product is: [CH3:39][O:38][C:36]([C:31]1([NH:30][C:29]([CH:9]2[CH2:10][CH:11]([O:13][C:14]3[CH:19]=[CH:18][N:17]=[C:16]4[CH:20]=[C:21]([C:23]5[N:24]([CH3:28])[CH:25]=[CH:26][N:27]=5)[S:22][C:15]=34)[CH2:12][NH:8]2)=[O:40])[CH2:33][CH:32]1[CH:34]=[CH2:35])=[O:37]. (5) Given the reactants [NH2:1][C:2]1[CH:3]=[C:4]([S:8]([NH2:11])(=[O:10])=[O:9])[CH:5]=[CH:6][CH:7]=1.N1C=CC=CC=1.[F:18][C:19]1[CH:27]=[CH:26][C:25]([C:28]([F:31])([F:30])[F:29])=[CH:24][C:20]=1[C:21](Cl)=[O:22], predict the reaction product. The product is: [F:18][C:19]1[CH:27]=[CH:26][C:25]([C:28]([F:29])([F:30])[F:31])=[CH:24][C:20]=1[C:21]([NH:1][C:2]1[CH:7]=[CH:6][CH:5]=[C:4]([S:8](=[O:9])(=[O:10])[NH2:11])[CH:3]=1)=[O:22]. (6) Given the reactants [O:1]=[C:2]1[CH2:7][CH2:6][N:5]([C:8]2[CH:13]=[CH:12][C:11]([NH:14][S:15]([CH2:18][CH2:19][CH2:20][CH3:21])(=[O:17])=[O:16])=[CH:10][CH:9]=2)[CH2:4][CH2:3]1.[CH2:22]([O:29][C:30](=[O:33])[CH2:31]Br)[C:23]1[CH:28]=[CH:27][CH:26]=[CH:25][CH:24]=1, predict the reaction product. The product is: [CH2:22]([O:29][C:30](=[O:33])[CH2:31][N:14]([S:15]([CH2:18][CH2:19][CH2:20][CH3:21])(=[O:17])=[O:16])[C:11]1[CH:10]=[CH:9][C:8]([N:5]2[CH2:4][CH2:3][C:2](=[O:1])[CH2:7][CH2:6]2)=[CH:13][CH:12]=1)[C:23]1[CH:28]=[CH:27][CH:26]=[CH:25][CH:24]=1.